The task is: Predict the product of the given reaction.. This data is from Forward reaction prediction with 1.9M reactions from USPTO patents (1976-2016). (1) Given the reactants [C:1]([O:5][C:6](=[O:19])[NH:7][C:8]1[CH:13]=[C:12](Cl)[C:11]([Cl:15])=[CH:10][C:9]=1[N+:16]([O-:18])=[O:17])([CH3:4])([CH3:3])[CH3:2].[CH2:20]([NH:22][CH3:23])[CH3:21], predict the reaction product. The product is: [C:1]([O:5][C:6](=[O:19])[NH:7][C:8]1[CH:13]=[C:12]([N:22]([CH2:20][CH3:21])[CH3:23])[C:11]([Cl:15])=[CH:10][C:9]=1[N+:16]([O-:18])=[O:17])([CH3:4])([CH3:3])[CH3:2]. (2) Given the reactants [C:1]([NH:20][C:21]1[N:26]=[CH:25][C:24]([C:27]2[CH:28]=[N:29][C:30]([NH2:33])=[CH:31][CH:32]=2)=[CH:23][CH:22]=1)([C:14]1[CH:19]=[CH:18][CH:17]=[CH:16][CH:15]=1)([C:8]1[CH:13]=[CH:12][CH:11]=[CH:10][CH:9]=1)[C:2]1[CH:7]=[CH:6][CH:5]=[CH:4][CH:3]=1.[F:34][C:35]([F:55])([F:54])[C:36]1([C:39]2[O:43][N:42]=[C:41]([NH:44][C:45](=O)[O:46]C3C=CC=CC=3)[CH:40]=2)[CH2:38][CH2:37]1.C(N(CC)CC)C, predict the reaction product. The product is: [F:55][C:35]([F:34])([F:54])[C:36]1([C:39]2[O:43][N:42]=[C:41]([NH:44][C:45]([NH:33][C:30]3[N:29]=[CH:28][C:27]([C:24]4[CH:25]=[N:26][C:21]([NH:20][C:1]([C:14]5[CH:19]=[CH:18][CH:17]=[CH:16][CH:15]=5)([C:2]5[CH:3]=[CH:4][CH:5]=[CH:6][CH:7]=5)[C:8]5[CH:9]=[CH:10][CH:11]=[CH:12][CH:13]=5)=[CH:22][CH:23]=4)=[CH:32][CH:31]=3)=[O:46])[CH:40]=2)[CH2:38][CH2:37]1. (3) Given the reactants C([O:3][C:4]([C:6]1[CH:7]=[C:8]([CH:19]=[CH:20][CH:21]=1)[O:9][C:10]1[CH:15]=[CH:14][C:13]([N+:16]([O-:18])=[O:17])=[CH:12][CH:11]=1)=[O:5])C.C1COCC1.O, predict the reaction product. The product is: [C:4]([C:6]1[CH:7]=[C:8]([CH:19]=[CH:20][CH:21]=1)[O:9][C:10]1[CH:11]=[CH:12][C:13]([N+:16]([O-:18])=[O:17])=[CH:14][CH:15]=1)([OH:5])=[O:3]. (4) Given the reactants [CH3:1][O:2][C:3]1[CH:8]=[CH:7][C:6]([O:9][CH3:10])=[CH:5][C:4]=1[CH2:11][C:12]([OH:14])=O.C(Cl)(=O)C([Cl:18])=O, predict the reaction product. The product is: [O:2]([C:3]1[CH:8]=[CH:7][C:6]([O:9][CH3:10])=[CH:5][C:4]=1[CH2:11][C:12]([Cl:18])=[O:14])[CH3:1].